The task is: Regression. Given a peptide amino acid sequence and an MHC pseudo amino acid sequence, predict their binding affinity value. This is MHC class I binding data.. This data is from Peptide-MHC class I binding affinity with 185,985 pairs from IEDB/IMGT. (1) The peptide sequence is EFVSANLAM. The MHC is HLA-A02:16 with pseudo-sequence HLA-A02:16. The binding affinity (normalized) is 0.0847. (2) The peptide sequence is SLCSCICTV. The MHC is HLA-A02:03 with pseudo-sequence HLA-A02:03. The binding affinity (normalized) is 0.868. (3) The peptide sequence is NHICVELSL. The MHC is Mamu-A07 with pseudo-sequence Mamu-A07. The binding affinity (normalized) is 0.926. (4) The peptide sequence is TIAVSVYGA. The MHC is HLA-A02:03 with pseudo-sequence HLA-A02:03. The binding affinity (normalized) is 0.788. (5) The peptide sequence is FSYMDDVV. The MHC is H-2-Kb with pseudo-sequence H-2-Kb. The binding affinity (normalized) is 0.0735. (6) The peptide sequence is HTQGYFPDW. The MHC is HLA-B40:02 with pseudo-sequence HLA-B40:02. The binding affinity (normalized) is 0.